Dataset: CYP3A4 inhibition data for predicting drug metabolism from PubChem BioAssay. Task: Regression/Classification. Given a drug SMILES string, predict its absorption, distribution, metabolism, or excretion properties. Task type varies by dataset: regression for continuous measurements (e.g., permeability, clearance, half-life) or binary classification for categorical outcomes (e.g., BBB penetration, CYP inhibition). Dataset: cyp3a4_veith. (1) The compound is NC1=NC2(CCCCC2)N=C(Nc2ccc(F)cc2F)N1. The result is 0 (non-inhibitor). (2) The result is 0 (non-inhibitor). The compound is CC(=O)N=c1sc(S(N)(=O)=O)nn1C. (3) The drug is CC(C)(C)N1C(=O)[C@H]2CC[C@H]3/C(=N\OCc4ccccc4)C[C@@H](O)[C@@H](O)[C@@H]3[C@@H]2C1=O. The result is 0 (non-inhibitor). (4) The compound is CC(C)C12CN3CC(C(C)C)(CN(C1)C3c1cccnc1)C2=O. The result is 1 (inhibitor). (5) The drug is CN(C)CCN(Cc1ccc(Cl)cc1)c1ccccn1. The result is 0 (non-inhibitor). (6) The drug is Cc1ccc(C(=O)/C=C2\NCC(C)NC2=O)cc1. The result is 0 (non-inhibitor). (7) The drug is CCn1c(SCC(=O)Nc2sc3c(c2C#N)CCC(C(C)(C)C)C3)nnc1-c1ccco1. The result is 0 (non-inhibitor).